The task is: Predict which catalyst facilitates the given reaction.. This data is from Catalyst prediction with 721,799 reactions and 888 catalyst types from USPTO. (1) Reactant: O=C1C2C(=CC=CC=2)C(=O)[N:3]1[CH2:12][C:13]1[CH:18]=[CH:17][C:16]([C:19]2[N:28]=[C:27]([C:29]([O:31]CC)=[O:30])[C:26]3[C:21](=[CH:22][CH:23]=[CH:24][CH:25]=3)[N:20]=2)=[CH:15][CH:14]=1.C(O)C.[OH-].[K+]. Product: [NH2:3][CH2:12][C:13]1[CH:18]=[CH:17][C:16]([C:19]2[N:28]=[C:27]([C:29]([OH:31])=[O:30])[C:26]3[C:21](=[CH:22][CH:23]=[CH:24][CH:25]=3)[N:20]=2)=[CH:15][CH:14]=1. The catalyst class is: 15. (2) Reactant: [Cl:1][C:2]1[CH:3]=[C:4]([CH:7]=[C:8]([O:10][C:11]2[C:16]([F:17])=[CH:15][C:14]([Cl:18])=[C:13](F)[N:12]=2)[CH:9]=1)[C:5]#[N:6].[NH2:20][CH2:21][C:22]1[C:30]2[C:25](=[N:26][CH:27]=[CH:28][CH:29]=2)[NH:24][N:23]=1. Product: [Cl:1][C:2]1[CH:3]=[C:4]([CH:7]=[C:8]([O:10][C:11]2[C:16]([F:17])=[CH:15][C:14]([Cl:18])=[C:13]([NH:20][CH2:21][C:22]3[C:30]4[C:25](=[N:26][CH:27]=[CH:28][CH:29]=4)[NH:24][N:23]=3)[N:12]=2)[CH:9]=1)[C:5]#[N:6]. The catalyst class is: 179.